From a dataset of Peptide-MHC class I binding affinity with 185,985 pairs from IEDB/IMGT. Regression. Given a peptide amino acid sequence and an MHC pseudo amino acid sequence, predict their binding affinity value. This is MHC class I binding data. (1) The peptide sequence is RMLDTSEKY. The MHC is HLA-A31:01 with pseudo-sequence HLA-A31:01. The binding affinity (normalized) is 0. (2) The peptide sequence is FSTSAYLISI. The MHC is HLA-A02:03 with pseudo-sequence HLA-A02:03. The binding affinity (normalized) is 0.759.